From a dataset of Peptide-MHC class II binding affinity with 134,281 pairs from IEDB. Regression. Given a peptide amino acid sequence and an MHC pseudo amino acid sequence, predict their binding affinity value. This is MHC class II binding data. (1) The peptide sequence is VLTHVKINDKCPSTG. The MHC is DRB1_1301 with pseudo-sequence DRB1_1301. The binding affinity (normalized) is 0.530. (2) The peptide sequence is DKGILTVSVAVSEGK. The MHC is DRB1_0101 with pseudo-sequence DRB1_0101. The binding affinity (normalized) is 0.485. (3) The peptide sequence is CDMKMAVNNGDLCCS. The MHC is DRB1_0101 with pseudo-sequence DRB1_0101. The binding affinity (normalized) is 0.525. (4) The peptide sequence is TLWQRPLVTIKIGGQLMEAL. The MHC is DRB1_0101 with pseudo-sequence DRB1_0101. The binding affinity (normalized) is 0.690. (5) The peptide sequence is PYHFDLSGHAFGAMA. The MHC is HLA-DQA10501-DQB10301 with pseudo-sequence HLA-DQA10501-DQB10301. The binding affinity (normalized) is 0.477. (6) The peptide sequence is AQKFNGLTVLPPLLT. The MHC is DRB1_0101 with pseudo-sequence DRB1_0101. The binding affinity (normalized) is 0.890.